This data is from Full USPTO retrosynthesis dataset with 1.9M reactions from patents (1976-2016). The task is: Predict the reactants needed to synthesize the given product. (1) Given the product [C:1]([N:4]1[CH2:5][CH2:6][N:7]([C:10]2[CH:15]=[CH:14][C:13]([NH:16][C:17]3[N:25]=[C:24]4[C:20]([N:21]=[CH:22][NH:23]4)=[C:19]([N:26]4[CH2:31][CH2:30][CH2:29][CH:28]([C:32]([NH2:41])=[O:33])[CH2:27]4)[N:18]=3)=[CH:12][CH:11]=2)[CH2:8][CH2:9]1)(=[O:3])[CH3:2], predict the reactants needed to synthesize it. The reactants are: [C:1]([N:4]1[CH2:9][CH2:8][N:7]([C:10]2[CH:15]=[CH:14][C:13]([NH:16][C:17]3[N:25]=[C:24]4[C:20]([N:21]=[CH:22][NH:23]4)=[C:19]([N:26]4[CH2:31][CH2:30][CH2:29][CH:28]([C:32](O)=[O:33])[CH2:27]4)[N:18]=3)=[CH:12][CH:11]=2)[CH2:6][CH2:5]1)(=[O:3])[CH3:2].C1C=CC2N(O)N=[N:41]C=2C=1.C(Cl)CCl.N. (2) Given the product [ClH:23].[C:1]([C:3]1[CH:4]=[C:5]([O:9][CH:10]2[CH2:15][CH2:14][NH:13][CH2:12][CH2:11]2)[CH:6]=[CH:7][CH:8]=1)#[N:2], predict the reactants needed to synthesize it. The reactants are: [C:1]([C:3]1[CH:4]=[C:5]([O:9][CH:10]2[CH2:15][CH2:14][N:13](C(OC(C)(C)C)=O)[CH2:12][CH2:11]2)[CH:6]=[CH:7][CH:8]=1)#[N:2].[ClH:23]. (3) Given the product [NH2:14][C:11]1[C:2]([F:1])=[C:3]2[C:8](=[CH:9][CH:10]=1)[C:7](=[O:13])[NH:6][CH2:5][CH2:4]2, predict the reactants needed to synthesize it. The reactants are: [F:1][C:2]1[C:11](F)=[CH:10][CH:9]=[C:8]2[C:3]=1[CH2:4][CH2:5][NH:6][C:7]2=[O:13].[NH3:14]. (4) Given the product [NH2:11][C@H:12]1[CH2:17][CH2:16][N:15]([C:18]2[NH:22][C:21]3[CH:23]=[CH:24][CH:25]=[C:26]([C:27]([O:29][CH3:30])=[O:28])[C:20]=3[N:19]=2)[CH2:14][C@H:13]1[O:31][CH3:32], predict the reactants needed to synthesize it. The reactants are: C(OC([NH:11][C@H:12]1[CH2:17][CH2:16][N:15]([C:18]2[NH:22][C:21]3[CH:23]=[CH:24][CH:25]=[C:26]([C:27]([O:29][CH3:30])=[O:28])[C:20]=3[N:19]=2)[CH2:14][C@H:13]1[O:31][CH3:32])=O)C1C=CC=CC=1.[H][H]. (5) Given the product [NH2:1][C:2](=[N:12][OH:13])[C:3]1[CH:11]=[CH:10][C:6]([CH2:7][NH:9][C:22](=[O:28])[O:23][C:24]([CH3:27])([CH3:26])[CH3:25])=[CH:5][CH:4]=1, predict the reactants needed to synthesize it. The reactants are: [NH2:1][C:2](=[N:12][OH:13])[C:3]1[CH:11]=[CH:10][C:6]([C:7]([NH2:9])=O)=[CH:5][CH:4]=1.C(C1C=CC(CN[C:22](=[O:28])[O:23][C:24]([CH3:27])([CH3:26])[CH3:25])=CC=1)#N. (6) Given the product [O:14]([CH2:13][C:8]1[CH:9]=[CH:10][CH:11]=[CH:12][C:7]=1[B:21]([OH:24])[OH:22])[C:15]1[CH:20]=[CH:19][CH:18]=[CH:17][CH:16]=1, predict the reactants needed to synthesize it. The reactants are: C([Li])CCC.Br[C:7]1[CH:12]=[CH:11][CH:10]=[CH:9][C:8]=1[CH2:13][O:14][C:15]1[CH:20]=[CH:19][CH:18]=[CH:17][CH:16]=1.[B:21](OC)([O:24]C)[O:22]C.[Cl-].[NH4+]. (7) Given the product [C:1]([N:4]([CH2:18][C:19]1[CH:24]=[CH:23][CH:22]=[CH:21][C:20]=1[NH2:25])[C:5]1[CH:10]=[CH:9][CH:8]=[CH:7][C:6]=1[O:11][C:12]1[CH:17]=[CH:16][CH:15]=[CH:14][CH:13]=1)(=[O:3])[CH3:2], predict the reactants needed to synthesize it. The reactants are: [C:1]([N:4]([CH2:18][C:19]1[CH:24]=[CH:23][CH:22]=[CH:21][C:20]=1[N+:25]([O-])=O)[C:5]1[CH:10]=[CH:9][CH:8]=[CH:7][C:6]=1[O:11][C:12]1[CH:17]=[CH:16][CH:15]=[CH:14][CH:13]=1)(=[O:3])[CH3:2].C(Cl)(Cl)Cl. (8) Given the product [CH3:35][N:36]([CH3:40])[CH2:37][CH2:38][NH:39][CH2:33][CH2:32][N:29]1[C:9]2[N:10]=[C:11]([C:13]3[CH:18]=[CH:17][C:16]([NH:19][C:20]([NH:22][C:23]4[CH:28]=[CH:27][N:26]=[CH:25][CH:24]=4)=[O:21])=[CH:15][CH:14]=3)[N:12]=[C:7]([N:1]3[CH2:2][CH2:3][O:4][CH2:5][CH2:6]3)[C:8]=2[CH:31]=[CH:30]1, predict the reactants needed to synthesize it. The reactants are: [N:1]1([C:7]2[C:8]3[CH:31]=[CH:30][N:29]([CH2:32][CH:33]=O)[C:9]=3[N:10]=[C:11]([C:13]3[CH:18]=[CH:17][C:16]([NH:19][C:20]([NH:22][C:23]4[CH:28]=[CH:27][N:26]=[CH:25][CH:24]=4)=[O:21])=[CH:15][CH:14]=3)[N:12]=2)[CH2:6][CH2:5][O:4][CH2:3][CH2:2]1.[CH3:35][N:36]([CH3:40])[CH2:37][CH2:38][NH2:39]. (9) The reactants are: C1COCC1.[H-].[Al+3].[Li+].[H-].[H-].[H-].[N:12]([CH2:15][C:16]1[C:24]2[C:19](=[CH:20][CH:21]=[C:22]([Cl:25])[CH:23]=2)[NH:18][N:17]=1)=[N+]=[N-]. Given the product [NH2:12][CH2:15][C:16]1[C:24]2[C:19](=[CH:20][CH:21]=[C:22]([Cl:25])[CH:23]=2)[NH:18][N:17]=1, predict the reactants needed to synthesize it. (10) Given the product [F:13][C:14]([F:19])([F:18])[C@@H:15]([NH:17][S:8]([C:5]1[CH:4]=[N:3][C:2]([Cl:1])=[CH:7][CH:6]=1)(=[O:10])=[O:9])[CH3:16], predict the reactants needed to synthesize it. The reactants are: [Cl:1][C:2]1[CH:7]=[CH:6][C:5]([S:8](Cl)(=[O:10])=[O:9])=[CH:4][N:3]=1.Cl.[F:13][C:14]([F:19])([F:18])[C@@H:15]([NH2:17])[CH3:16].